This data is from Reaction yield outcomes from USPTO patents with 853,638 reactions. The task is: Predict the reaction yield, written as a fraction of the theoretical maximum amount of product (1.0 means a 100% yield; for example, 0.34 means a 34% yield). (1) The reactants are [CH3:1][C:2]1[C:6]([CH3:7])=[C:5]([NH:8][C:9](=[O:16])OCC(Cl)(Cl)Cl)[O:4][N:3]=1.Cl.Cl.[C:19]1([C:25]2[CH:26]=[C:27]([N:31]3[CH2:36][CH2:35][NH:34][CH2:33][CH2:32]3)[CH:28]=[N:29][CH:30]=2)[CH:24]=[CH:23][CH:22]=[CH:21][CH:20]=1. No catalyst specified. The product is [CH3:1][C:2]1[C:6]([CH3:7])=[C:5]([NH:8][C:9]([N:34]2[CH2:35][CH2:36][N:31]([C:27]3[CH:28]=[N:29][CH:30]=[C:25]([C:19]4[CH:24]=[CH:23][CH:22]=[CH:21][CH:20]=4)[CH:26]=3)[CH2:32][CH2:33]2)=[O:16])[O:4][N:3]=1. The yield is 0.490. (2) The reactants are [F:1][CH:2]([F:35])[C:3]1[N:7]([C:8]2[N:13]=[C:12]([N:14]3[CH2:19][CH2:18][O:17][CH2:16][CH2:15]3)[N:11]=[C:10]([NH:20][CH:21]3[CH2:24][N:23]([S:25]([CH3:28])(=[O:27])=[O:26])[CH2:22]3)[N:9]=2)[C:6]2[CH:29]=[CH:30][CH:31]=[C:32]([O:33][CH3:34])[C:5]=2[N:4]=1.[H-].[Na+].I[CH3:39].O. The catalyst is CN(C=O)C. The product is [F:35][CH:2]([F:1])[C:3]1[N:7]([C:8]2[N:13]=[C:12]([N:14]3[CH2:15][CH2:16][O:17][CH2:18][CH2:19]3)[N:11]=[C:10]([N:20]([CH3:39])[CH:21]3[CH2:22][N:23]([S:25]([CH3:28])(=[O:27])=[O:26])[CH2:24]3)[N:9]=2)[C:6]2[CH:29]=[CH:30][CH:31]=[C:32]([O:33][CH3:34])[C:5]=2[N:4]=1. The yield is 0.890.